From a dataset of Peptide-MHC class I binding affinity with 185,985 pairs from IEDB/IMGT. Regression. Given a peptide amino acid sequence and an MHC pseudo amino acid sequence, predict their binding affinity value. This is MHC class I binding data. (1) The peptide sequence is KSCLPACVY. The MHC is HLA-A31:01 with pseudo-sequence HLA-A31:01. The binding affinity (normalized) is 0.0847. (2) The peptide sequence is MLNRVQILMK. The MHC is HLA-A31:01 with pseudo-sequence HLA-A31:01. The binding affinity (normalized) is 0.406. (3) The peptide sequence is SELAKGVAL. The MHC is HLA-B18:01 with pseudo-sequence HLA-B18:01. The binding affinity (normalized) is 0.352. (4) The peptide sequence is LYEASTTYL. The MHC is HLA-A26:01 with pseudo-sequence HLA-A26:01. The binding affinity (normalized) is 0.213.